Dataset: Catalyst prediction with 721,799 reactions and 888 catalyst types from USPTO. Task: Predict which catalyst facilitates the given reaction. (1) Reactant: [C:1]([NH:20][NH2:21])(=[O:19])[CH2:2][CH2:3][CH2:4][CH2:5][CH2:6][CH2:7][CH2:8][CH2:9][CH2:10][CH2:11][CH2:12][CH2:13][CH2:14][CH2:15][CH2:16][CH2:17][CH3:18].[C:22]([OH:41])(=O)[CH2:23][CH2:24][CH2:25][CH2:26][CH2:27][CH2:28][CH2:29][CH2:30][CH2:31][CH2:32][CH2:33][CH2:34][CH2:35][CH2:36][CH2:37][CH2:38][CH3:39].ON1C2C=CC=C[C:46]=2N=N1.C(N=C=NC(C)C)(C)C. Product: [CH3:18][CH2:17][CH2:16][CH2:15][CH2:14][CH2:13][CH2:12][CH2:11][CH2:10][CH2:9][CH2:8][CH2:7][CH2:6][CH2:5][CH2:4][CH2:3][CH2:2][C:1]([NH:20][NH:21][C:22]([CH2:23][CH2:24][CH2:25][CH2:26][CH2:27][CH2:28][CH2:29][CH2:30][CH2:31][CH2:32][CH2:33][CH2:34][CH2:35][CH2:36][CH2:37][CH2:38][CH2:39][CH3:46])=[O:41])=[O:19]. The catalyst class is: 7. (2) Reactant: [H-].[Na+].[O:3]1[CH2:8][CH2:7][CH:6]([OH:9])[CH2:5][CH2:4]1.[Br:10][C:11]1[CH:12]=[N:13][CH:14]=[C:15]([CH2:17]Br)[CH:16]=1.[NH4+].[Cl-]. Product: [Br:10][C:11]1[CH:12]=[N:13][CH:14]=[C:15]([CH2:17][O:9][CH:6]2[CH2:7][CH2:8][O:3][CH2:4][CH2:5]2)[CH:16]=1. The catalyst class is: 3. (3) Reactant: [Br:1][C:2]1[CH:7]=[CH:6][C:5]([C:8]2[N:13]=[CH:12][N:11]=[C:10]([O:14][C:15]3[C:20]4[N:21]=[C:22]([NH2:24])[S:23][C:19]=4[CH:18]=[CH:17][CH:16]=3)[CH:9]=2)=[CH:4][CH:3]=1.[C:25](OC(=O)C)(=[O:27])[CH3:26]. Product: [Br:1][C:2]1[CH:7]=[CH:6][C:5]([C:8]2[N:13]=[CH:12][N:11]=[C:10]([O:14][C:15]3[C:20]4[N:21]=[C:22]([NH:24][C:25](=[O:27])[CH3:26])[S:23][C:19]=4[CH:18]=[CH:17][CH:16]=3)[CH:9]=2)=[CH:4][CH:3]=1. The catalyst class is: 11. (4) Product: [Br:1][C:2]1[CH:3]=[CH:4][C:5]([N:16]([CH2:12][CH:13]([CH3:15])[CH3:14])[CH2:17][CH2:18][CH3:19])=[C:6]([CH:9]=1)[CH:7]=[O:8]. Reactant: [Br:1][C:2]1[CH:3]=[CH:4][C:5](F)=[C:6]([CH:9]=1)[CH:7]=[O:8].Cl.[CH2:12]([NH:16][CH2:17][CH2:18][CH3:19])[CH:13]([CH3:15])[CH3:14].C(=O)([O-])[O-].[Na+].[Na+]. The catalyst class is: 58. (5) Product: [CH:1]1([C:9]([CH:11]2[CH2:16][CH2:15][N:14]([C:17]([O:19][C:20]([CH3:23])([CH3:22])[CH3:21])=[O:18])[CH2:13][CH2:12]2)=[O:10])[CH2:3][CH2:2]1. The catalyst class is: 7. Reactant: [CH:1]1([Mg]Br)[CH2:3][CH2:2]1.CON(C)[C:9]([CH:11]1[CH2:16][CH2:15][N:14]([C:17]([O:19][C:20]([CH3:23])([CH3:22])[CH3:21])=[O:18])[CH2:13][CH2:12]1)=[O:10]. (6) The catalyst class is: 4. Product: [CH3:14][N:15]1[CH2:20][CH2:19][CH:18]([CH2:21][NH:22][S:10]([C:6]2[CH:7]=[CH:8][CH:9]=[C:4]([N+:1]([O-:3])=[O:2])[CH:5]=2)(=[O:12])=[O:11])[CH2:17][CH2:16]1. Reactant: [N+:1]([C:4]1[CH:5]=[C:6]([S:10](Cl)(=[O:12])=[O:11])[CH:7]=[CH:8][CH:9]=1)([O-:3])=[O:2].[CH3:14][N:15]1[CH2:20][CH2:19][CH:18]([CH2:21][NH2:22])[CH2:17][CH2:16]1.C(N(CC)CC)C.